This data is from Full USPTO retrosynthesis dataset with 1.9M reactions from patents (1976-2016). The task is: Predict the reactants needed to synthesize the given product. (1) Given the product [Br:15][C:16]1[CH:17]=[CH:18][C:19]2[N:20]([N:22]=[C:23]([C:37]3[CH:38]=[CH:39][CH:40]=[CH:41][CH:42]=3)[C:24]=2[CH2:25][C:26]2[N:31]=[C:30]([C:32]([O:34][CH3:35])=[O:33])[CH:29]=[CH:28][CH:27]=2)[CH:21]=1, predict the reactants needed to synthesize it. The reactants are: FC(F)(F)C(O)=O.C([SiH](CC)CC)C.[Br:15][C:16]1[CH:17]=[CH:18][C:19]2[N:20]([N:22]=[C:23]([C:37]3[CH:42]=[CH:41][CH:40]=[CH:39][CH:38]=3)[C:24]=2[CH:25](O)[C:26]2[N:31]=[C:30]([C:32]([O:34][CH3:35])=[O:33])[CH:29]=[CH:28][CH:27]=2)[CH:21]=1.C(=O)(O)[O-].[Na+]. (2) Given the product [ClH:7].[CH3:11][O:12][C:13]1[CH:14]=[C:15]([S:19]([C:22]2[N:26]([C:27]3[CH:32]=[CH:31][CH:30]=[CH:29][C:28]=3[CH3:33])[N:25]=[C:24]([CH2:34][NH:36][CH3:37])[CH:23]=2)(=[O:20])=[O:21])[CH:16]=[CH:17][CH:18]=1, predict the reactants needed to synthesize it. The reactants are: [H-].[Al+3].[Li+].[H-].[H-].[H-].[Cl-:7].[Al+3].[Cl-].[Cl-].[CH3:11][O:12][C:13]1[CH:14]=[C:15]([S:19]([C:22]2[N:26]([C:27]3[CH:32]=[CH:31][CH:30]=[CH:29][C:28]=3[CH3:33])[N:25]=[C:24]([C:34]([NH:36][CH3:37])=O)[CH:23]=2)(=[O:21])=[O:20])[CH:16]=[CH:17][CH:18]=1.[OH-].[Na+].